Dataset: Peptide-MHC class II binding affinity with 134,281 pairs from IEDB. Task: Regression. Given a peptide amino acid sequence and an MHC pseudo amino acid sequence, predict their binding affinity value. This is MHC class II binding data. (1) The peptide sequence is IHIGDSSKVTITDTT. The MHC is HLA-DQA10401-DQB10402 with pseudo-sequence HLA-DQA10401-DQB10402. The binding affinity (normalized) is 0.150. (2) The peptide sequence is SSYAATEVANAAAAS. The MHC is DRB1_1602 with pseudo-sequence DRB1_1602. The binding affinity (normalized) is 0.404. (3) The peptide sequence is RMAEAEMVIHHQHVQ. The MHC is DRB3_0101 with pseudo-sequence DRB3_0101. The binding affinity (normalized) is 0. (4) The peptide sequence is KNPLKFDNTYFTELL. The MHC is DRB1_0301 with pseudo-sequence DRB1_0301. The binding affinity (normalized) is 0.353.